Dataset: NCI-60 drug combinations with 297,098 pairs across 59 cell lines. Task: Regression. Given two drug SMILES strings and cell line genomic features, predict the synergy score measuring deviation from expected non-interaction effect. (1) Drug 1: C1=NC2=C(N=C(N=C2N1C3C(C(C(O3)CO)O)F)Cl)N. Cell line: A549. Drug 2: CS(=O)(=O)OCCCCOS(=O)(=O)C. Synergy scores: CSS=16.7, Synergy_ZIP=-3.72, Synergy_Bliss=-1.56, Synergy_Loewe=-2.33, Synergy_HSA=-2.42. (2) Drug 1: CNC(=O)C1=NC=CC(=C1)OC2=CC=C(C=C2)NC(=O)NC3=CC(=C(C=C3)Cl)C(F)(F)F. Drug 2: C1CNP(=O)(OC1)N(CCCl)CCCl. Cell line: OVCAR3. Synergy scores: CSS=3.21, Synergy_ZIP=2.29, Synergy_Bliss=1.16, Synergy_Loewe=1.73, Synergy_HSA=-1.83. (3) Drug 1: C1CCC(C(C1)N)N.C(=O)(C(=O)[O-])[O-].[Pt+4]. Drug 2: CC(C)CN1C=NC2=C1C3=CC=CC=C3N=C2N. Cell line: HCC-2998. Synergy scores: CSS=29.3, Synergy_ZIP=2.20, Synergy_Bliss=3.71, Synergy_Loewe=2.57, Synergy_HSA=2.99. (4) Cell line: HCC-2998. Synergy scores: CSS=48.2, Synergy_ZIP=1.32, Synergy_Bliss=0.972, Synergy_Loewe=-10.9, Synergy_HSA=-2.13. Drug 1: C1C(C(OC1N2C=NC3=C(N=C(N=C32)Cl)N)CO)O. Drug 2: B(C(CC(C)C)NC(=O)C(CC1=CC=CC=C1)NC(=O)C2=NC=CN=C2)(O)O. (5) Drug 1: C(=O)(N)NO. Drug 2: CC(C)(C#N)C1=CC(=CC(=C1)CN2C=NC=N2)C(C)(C)C#N. Cell line: HCT-15. Synergy scores: CSS=1.72, Synergy_ZIP=-1.24, Synergy_Bliss=-1.34, Synergy_Loewe=-1.51, Synergy_HSA=-2.53. (6) Drug 1: CCCCCOC(=O)NC1=NC(=O)N(C=C1F)C2C(C(C(O2)C)O)O. Synergy scores: CSS=14.7, Synergy_ZIP=-0.352, Synergy_Bliss=3.10, Synergy_Loewe=-22.8, Synergy_HSA=-3.80. Drug 2: CN(CCCl)CCCl.Cl. Cell line: SN12C. (7) Drug 1: CC1=C(C=C(C=C1)NC2=NC=CC(=N2)N(C)C3=CC4=NN(C(=C4C=C3)C)C)S(=O)(=O)N.Cl. Cell line: MDA-MB-435. Drug 2: C(CCl)NC(=O)N(CCCl)N=O. Synergy scores: CSS=-5.83, Synergy_ZIP=4.32, Synergy_Bliss=1.83, Synergy_Loewe=-1.96, Synergy_HSA=-2.96.